Dataset: Full USPTO retrosynthesis dataset with 1.9M reactions from patents (1976-2016). Task: Predict the reactants needed to synthesize the given product. (1) Given the product [CH2:13]([O:18][C:19]1[CH:20]=[C:21]2[C:26](=[CH:27][CH:28]=1)[O:25][CH2:24][C:23]([CH2:29][NH2:5])=[CH:22]2)[CH2:14][CH2:15][CH2:16][CH3:17], predict the reactants needed to synthesize it. The reactants are: C1(=O)[NH:5]C(=O)C2=CC=CC=C12.[K].[CH2:13]([O:18][C:19]1[CH:20]=[C:21]2[C:26](=[CH:27][CH:28]=1)[O:25][CH2:24][C:23]([CH2:29]Br)=[CH:22]2)[CH2:14][CH2:15][CH2:16][CH3:17]. (2) Given the product [CH2:1]([O:3][C:4]([C:6]1[N:7]=[CH:8][N:9]([C:11]2[CH:16]=[CH:15][CH:14]=[C:13]([CH2:17][OH:18])[CH:12]=2)[CH:10]=1)=[O:5])[CH3:2], predict the reactants needed to synthesize it. The reactants are: [CH2:1]([O:3][C:4]([C:6]1[N:7]=[CH:8][N:9]([C:11]2[CH:16]=[CH:15][CH:14]=[C:13]([C:17](C)(C)[O:18][SiH2]C(C)(C)C)[CH:12]=2)[CH:10]=1)=[O:5])[CH3:2].[F-].C([N+](CCCC)(CCCC)CCCC)CCC. (3) Given the product [Si:1]([O:8][C@H:9]1[CH2:18][C:17]([CH3:20])([CH3:19])[CH2:16][C:15]2[N:14]=[C:13]([CH:21]([CH3:23])[CH3:22])[C:12]([CH:24]=[O:25])=[C:11]([C:31]3[CH2:32][CH2:33][C:28]([F:43])([F:27])[CH2:29][CH:30]=3)[C:10]1=2)([C:4]([CH3:7])([CH3:6])[CH3:5])([CH3:3])[CH3:2], predict the reactants needed to synthesize it. The reactants are: [Si:1]([O:8][C@H:9]1[CH2:18][C:17]([CH3:20])([CH3:19])[CH2:16][C:15]2[N:14]=[C:13]([CH:21]([CH3:23])[CH3:22])[C:12]([CH:24]=[O:25])=[C:11](I)[C:10]1=2)([C:4]([CH3:7])([CH3:6])[CH3:5])([CH3:3])[CH3:2].[F:27][C:28]1([F:43])[CH2:33][CH2:32][C:31](B2OC(C)(C)C(C)(C)O2)=[CH:30][CH2:29]1. (4) Given the product [CH2:1]([O:8][C:9]1[CH:14]=[CH:13][C:12]([NH:15][C:16]2[N:21]=[C:20]([NH:32][CH:25]3[CH2:31][CH2:30][CH2:29][CH2:28][CH2:27][CH2:26]3)[N:19]=[C:18]([Cl:23])[N:17]=2)=[CH:11][C:10]=1[Cl:24])[C:2]1[CH:7]=[CH:6][CH:5]=[CH:4][CH:3]=1, predict the reactants needed to synthesize it. The reactants are: [CH2:1]([O:8][C:9]1[CH:14]=[CH:13][C:12]([NH:15][C:16]2[N:21]=[C:20](Cl)[N:19]=[C:18]([Cl:23])[N:17]=2)=[CH:11][C:10]=1[Cl:24])[C:2]1[CH:7]=[CH:6][CH:5]=[CH:4][CH:3]=1.[CH:25]1([NH2:32])[CH2:31][CH2:30][CH2:29][CH2:28][CH2:27][CH2:26]1.[OH-].[Na+].O. (5) Given the product [CH2:27]([C:29]1[N:30]=[C:31]([CH2:58][CH2:59][CH3:60])[N:32]([CH2:43][C:44]2[CH:49]=[CH:48][C:47]([C:50]3[CH:55]=[CH:54][CH:53]=[CH:52][C:51]=3[C:56]3[NH:61][C:69](=[O:70])[O:71][N:57]=3)=[CH:46][CH:45]=2)[C:33](=[O:42])[C:34]=1[C:35]1[CH:40]=[CH:39][C:38]([O:7][CH:4]2[CH2:5][CH2:6][O:1][CH2:2][CH2:3]2)=[CH:37][CH:36]=1)[CH3:28], predict the reactants needed to synthesize it. The reactants are: [O:1]1[CH2:6][CH2:5][CH:4]([OH:7])[CH2:3][CH2:2]1.C1(P(C2C=CC=CC=2)C2C=CC=CC=2)C=CC=CC=1.[CH2:27]([C:29]1[N:30]=[C:31]([CH2:58][CH2:59][CH3:60])[N:32]([CH2:43][C:44]2[CH:49]=[CH:48][C:47]([C:50]3[C:51]([C:56]#[N:57])=[CH:52][CH:53]=[CH:54][CH:55]=3)=[CH:46][CH:45]=2)[C:33](=[O:42])[C:34]=1[C:35]1[CH:40]=[CH:39][C:38](O)=[CH:37][CH:36]=1)[CH3:28].[N:61]([C:69]([O:71]C(C)C)=[O:70])=[N:61][C:69]([O:71]C(C)C)=[O:70].